Predict the reactants needed to synthesize the given product. From a dataset of Full USPTO retrosynthesis dataset with 1.9M reactions from patents (1976-2016). (1) Given the product [CH2:1]([S:8][C:9]1[CH:10]=[C:11]2[C:16](=[CH:17][CH:18]=1)[C:15]([Cl:23])=[N:14][CH:13]=[C:12]2[F:20])[C:2]1[CH:7]=[CH:6][CH:5]=[CH:4][CH:3]=1, predict the reactants needed to synthesize it. The reactants are: [CH2:1]([S:8][C:9]1[CH:10]=[C:11]2[C:16](=[CH:17][CH:18]=1)[C:15](=O)[NH:14][CH:13]=[C:12]2[F:20])[C:2]1[CH:7]=[CH:6][CH:5]=[CH:4][CH:3]=1.O=P(Cl)(Cl)[Cl:23]. (2) Given the product [CH3:21][O:15][C:14](=[O:17])[C:8]1[CH:7]=[CH:3][CH:2]=[C:10]([CH:11]([CH3:13])[CH3:12])[C:9]=1[O:31][CH3:30], predict the reactants needed to synthesize it. The reactants are: O[C:2]1[C:10]([CH:11]([CH3:13])[CH3:12])=[CH:9][CH:8]=[CH:7][C:3]=1C(O)=O.[C:14](=[O:17])([O-])[O-:15].[K+].[K+].I[CH3:21].S(=O)(=O)(O)O.CN([CH:30]=[O:31])C. (3) Given the product [Cl:1][C:2]1[CH:7]=[CH:6][C:5]([CH:8]([O:19][CH3:20])[C:9]2([C:12]([OH:14])=[O:13])[CH2:10][CH2:11]2)=[CH:4][C:3]=1[NH:21][C:22](=[O:37])[C@H:23]([C:30]1[CH:31]=[CH:32][C:33]([Cl:36])=[CH:34][CH:35]=1)[C@@H:24]([CH3:29])[C:25]([F:28])([F:27])[F:26], predict the reactants needed to synthesize it. The reactants are: [Cl:1][C:2]1[CH:7]=[CH:6][C:5]([CH:8]([O:19][CH3:20])[C:9]2([C:12]([O:14]C(C)(C)C)=[O:13])[CH2:11][CH2:10]2)=[CH:4][C:3]=1[NH:21][C:22](=[O:37])[C@H:23]([C:30]1[CH:35]=[CH:34][C:33]([Cl:36])=[CH:32][CH:31]=1)[C@@H:24]([CH3:29])[C:25]([F:28])([F:27])[F:26].C(O)(C(F)(F)F)=O. (4) Given the product [CH2:1]([O:8][C:9]1[CH:18]=[C:17]2[C:12]([C:13]([O:35][C:32]3[CH:33]=[CH:34][C:29]([Cl:28])=[CH:30][C:31]=3[F:36])=[N:14][CH:15]=[N:16]2)=[CH:11][C:10]=1[O:20][CH3:21])[C:2]1[CH:7]=[CH:6][CH:5]=[CH:4][CH:3]=1, predict the reactants needed to synthesize it. The reactants are: [CH2:1]([O:8][C:9]1[CH:18]=[C:17]2[C:12]([C:13](Cl)=[N:14][CH:15]=[N:16]2)=[CH:11][C:10]=1[O:20][CH3:21])[C:2]1[CH:7]=[CH:6][CH:5]=[CH:4][CH:3]=1.C(=O)([O-])[O-].[K+].[K+].[Cl:28][C:29]1[CH:34]=[CH:33][C:32]([OH:35])=[C:31]([F:36])[CH:30]=1.O. (5) Given the product [CH3:1][O:2][C:3]([C:5]1([C:8]2[CH:9]=[CH:10][C:11]([C:44]3[CH:43]=[CH:42][CH:41]=[C:40]([N:35]4[C:34]([NH:33][C:32]([O:31][C@@H:29]([C:23]5[CH:28]=[CH:27][CH:26]=[CH:25][CH:24]=5)[CH3:30])=[O:47])=[C:38]([CH3:39])[N:37]=[N:36]4)[CH:45]=3)=[CH:12][CH:13]=2)[CH2:6][CH2:7]1)=[O:4], predict the reactants needed to synthesize it. The reactants are: [CH3:1][O:2][C:3]([C:5]1([C:8]2[CH:13]=[CH:12][C:11](B3OC(C)(C)C(C)(C)O3)=[CH:10][CH:9]=2)[CH2:7][CH2:6]1)=[O:4].[C:23]1([C@H:29]([O:31][C:32](=[O:47])[NH:33][C:34]2[N:35]([C:40]3[CH:45]=[CH:44][CH:43]=[C:42](Br)[CH:41]=3)[N:36]=[N:37][C:38]=2[CH3:39])[CH3:30])[CH:28]=[CH:27][CH:26]=[CH:25][CH:24]=1.COC1C=CC=C(OC)C=1C1C=CC=CC=1P(C1CCCCC1)C1CCCCC1.P([O-])([O-])([O-])=O.[K+].[K+].[K+]. (6) The reactants are: [C:1]([O:5][C:6]([N:8]1[CH2:13][CH:12]=[C:11]([C:14]2[C:22]3[C:17](=[CH:18][CH:19]=[C:20]([F:23])[CH:21]=3)[NH:16][CH:15]=2)[CH2:10][CH2:9]1)=[O:7])([CH3:4])([CH3:3])[CH3:2].[H-].[Na+].C[N:27](C=O)C. Given the product [C:1]([O:5][C:6]([N:8]1[CH2:9][CH:10]=[C:11]([C:14]2[C:22]3[C:17](=[CH:18][CH:19]=[C:20]([F:23])[CH:21]=3)[N:16]([NH2:27])[CH:15]=2)[CH2:12][CH2:13]1)=[O:7])([CH3:4])([CH3:2])[CH3:3], predict the reactants needed to synthesize it.